From a dataset of Reaction yield outcomes from USPTO patents with 853,638 reactions. Predict the reaction yield, written as a fraction of the theoretical maximum amount of product (1.0 means a 100% yield; for example, 0.34 means a 34% yield). (1) The yield is 1.00. The catalyst is C1(C)C=CC=CC=1.CC([O-])=O.CC([O-])=O.[Pd+2].C1C=CC(P(C2C(C3C(P(C4C=CC=CC=4)C4C=CC=CC=4)=CC=C4C=3C=CC=C4)=C3C(C=CC=C3)=CC=2)C2C=CC=CC=2)=CC=1. The reactants are [CH2:1]([O:3][C:4](=[O:13])[C:5]1[CH:10]=[C:9]([CH3:11])[C:8](Cl)=[N:7][CH:6]=1)[CH3:2].[NH2:14][C:15]1[CH:16]=[N:17][C:18]([CH3:21])=[CH:19][CH:20]=1.C(=O)([O-])[O-].[K+].[K+].CCOC(C)=O. The product is [CH2:1]([O:3][C:4](=[O:13])[C:5]1[CH:10]=[C:9]([CH3:11])[C:8]([NH:14][C:15]2[CH:16]=[N:17][C:18]([CH3:21])=[CH:19][CH:20]=2)=[N:7][CH:6]=1)[CH3:2]. (2) The reactants are [CH2:1]([N:8]1[CH:12]=[CH:11][CH:10]=[C:9]1[CH2:13][OH:14])[C:2]1[CH:7]=[CH:6][CH:5]=[CH:4][CH:3]=1.C[N+]1([O-])CCOCC1. The catalyst is C(Cl)Cl.[Ru]([O-])(=O)(=O)=O.C([N+](CCC)(CCC)CCC)CC. The product is [CH2:1]([N:8]1[CH:12]=[CH:11][CH:10]=[C:9]1[CH:13]=[O:14])[C:2]1[CH:3]=[CH:4][CH:5]=[CH:6][CH:7]=1. The yield is 0.690. (3) The reactants are [C:1]([O:5][C:6](=[O:27])[CH2:7][CH:8]1[N:12]([C:13]([O:15][C:16]([CH3:19])([CH3:18])[CH3:17])=[O:14])[C@H:11]([CH2:20][OH:21])[C@H:10]2[O:22][C:23]([CH3:26])([CH3:25])[O:24][C@@H:9]12)([CH3:4])([CH3:3])[CH3:2].[CH2:28](Br)[C:29]1[CH:34]=[CH:33][CH:32]=[CH:31][CH:30]=1.[H-].[Na+]. The catalyst is CN(C=O)C.C1(C)C=CC=CC=1. The product is [CH2:28]([O:21][CH2:20][C@H:11]1[N:12]([C:13]([O:15][C:16]([CH3:17])([CH3:18])[CH3:19])=[O:14])[C@@H:8]([CH2:7][C:6]([O:5][C:1]([CH3:2])([CH3:3])[CH3:4])=[O:27])[C@@H:9]2[O:24][C:23]([CH3:26])([CH3:25])[O:22][C@H:10]12)[C:29]1[CH:34]=[CH:33][CH:32]=[CH:31][CH:30]=1. The yield is 0.990. (4) The reactants are [C:1]([NH:5][C:6](=[O:17])[C:7]1[CH:12]=[C:11]([N+:13]([O-:15])=[O:14])[CH:10]=[CH:9][C:8]=1[OH:16])([CH3:4])([CH3:3])[CH3:2].[H-].[Na+].Br[CH:21]([C:28]1[CH:33]=[CH:32][CH:31]=[CH:30][CH:29]=1)[C:22]1[CH:27]=[CH:26][CH:25]=[CH:24][CH:23]=1. The catalyst is CN(C=O)C. The product is [CH:21]([O:16][C:8]1[CH:9]=[CH:10][C:11]([N+:13]([O-:15])=[O:14])=[CH:12][C:7]=1[C:6]([NH:5][C:1]([CH3:4])([CH3:2])[CH3:3])=[O:17])([C:22]1[CH:27]=[CH:26][CH:25]=[CH:24][CH:23]=1)[C:28]1[CH:33]=[CH:32][CH:31]=[CH:30][CH:29]=1. The yield is 0.624. (5) The reactants are [Br:1][C:2]1[CH:7]=[CH:6][C:5]([C:8](=O)[CH2:9][NH:10][C:11]([C@H:13]2[N:18]3[C:19](=[O:36])[C@@H:20]([NH:25][C:26](=[O:35])[O:27][CH2:28][C:29]4[CH:34]=[CH:33][CH:32]=[CH:31][CH:30]=4)[CH2:21][CH2:22][C:23](=[O:24])[N:17]3[CH2:16][CH2:15][CH2:14]2)=O)=[CH:4][CH:3]=1.O1CCOCC1.C([O-])(=O)C.[NH4+:48]. The catalyst is CCOC(C)=O. The product is [Br:1][C:2]1[CH:3]=[CH:4][C:5]([C:8]2[NH:48][C:11]([C@H:13]3[N:18]4[C:19](=[O:36])[C@@H:20]([NH:25][C:26](=[O:35])[O:27][CH2:28][C:29]5[CH:34]=[CH:33][CH:32]=[CH:31][CH:30]=5)[CH2:21][CH2:22][C:23](=[O:24])[N:17]4[CH2:16][CH2:15][CH2:14]3)=[N:10][CH:9]=2)=[CH:6][CH:7]=1. The yield is 0.341. (6) The reactants are [Li+].C[Si]([N-][Si](C)(C)C)(C)C.[F:11][C:12]([F:25])([F:24])[C:13]1[CH:18]=[CH:17][C:16]([C:19]2[O:23][CH:22]=[N:21][CH:20]=2)=[CH:15][CH:14]=1.[Cl:26]C(Cl)(Cl)C(Cl)(Cl)Cl. The catalyst is C1COCC1. The product is [Cl:26][C:22]1[O:23][C:19]([C:16]2[CH:15]=[CH:14][C:13]([C:12]([F:11])([F:24])[F:25])=[CH:18][CH:17]=2)=[CH:20][N:21]=1. The yield is 0.970.